Dataset: Forward reaction prediction with 1.9M reactions from USPTO patents (1976-2016). Task: Predict the product of the given reaction. The product is: [O:1]([C:8]1[CH:13]=[CH:12][C:11]([S:14]([Cl:25])(=[O:17])=[O:15])=[CH:10][CH:9]=1)[C:2]1[CH:7]=[CH:6][CH:5]=[CH:4][CH:3]=1. Given the reactants [O:1]([C:8]1[CH:13]=[CH:12][C:11]([S:14]([OH:17])(=O)=[O:15])=[CH:10][CH:9]=1)[C:2]1[CH:7]=[CH:6][CH:5]=[CH:4][CH:3]=1.C(OCC)C.S(Cl)([Cl:25])=O, predict the reaction product.